This data is from Reaction yield outcomes from USPTO patents with 853,638 reactions. The task is: Predict the reaction yield, written as a fraction of the theoretical maximum amount of product (1.0 means a 100% yield; for example, 0.34 means a 34% yield). (1) The reactants are [CH3:1][O:2][CH2:3][CH:4]([NH:6][C:7]([C:9]1[CH:10]=[C:11]([C:18]2[CH:23]=[CH:22][C:21]([CH3:24])=[CH:20][CH:19]=2)[CH:12]=[C:13]([N+:15]([O-])=O)[CH:14]=1)=[O:8])[CH3:5].Cl[Sn]Cl. The catalyst is CO. The product is [CH3:1][O:2][CH2:3][CH:4]([NH:6][C:7]([C:9]1[CH:10]=[C:11]([C:18]2[CH:19]=[CH:20][C:21]([CH3:24])=[CH:22][CH:23]=2)[CH:12]=[C:13]([NH2:15])[CH:14]=1)=[O:8])[CH3:5]. The yield is 0.903. (2) The reactants are [O:1]([C:3]1[CH:4]=[C:5]([CH:8]=[C:9]([O:13][CH3:14])[C:10]=1[O:11][CH3:12])[CH2:6][Br:7])[CH3:2].[C:15]1([P:21]([C:28]2[CH:33]=[CH:32][CH:31]=[CH:30][CH:29]=2)[C:22]2[CH:27]=[CH:26][CH:25]=[CH:24][CH:23]=2)[CH:20]=[CH:19][CH:18]=[CH:17][CH:16]=1. The catalyst is C1(C)C=CC=CC=1. The product is [Br-:7].[O:1]([C:3]1[CH:4]=[C:5]([CH:8]=[C:9]([O:13][CH3:14])[C:10]=1[O:11][CH3:12])[CH2:6][PH:21]([C:22]1[CH:23]=[CH:24][CH:25]=[CH:26][CH:27]=1)([C:28]1[CH:33]=[CH:32][CH:31]=[CH:30][CH:29]=1)[C:15]1[CH:16]=[CH:17][CH:18]=[CH:19][CH:20]=1)[CH3:2]. The yield is 0.864. (3) The reactants are [Cl:1][C:2]1[CH:3]=[C:4]([NH:14][C:15](=[O:22])[C:16]2[CH:21]=[CH:20][CH:19]=[CH:18][N:17]=2)[CH:5]=[CH:6][C:7]=1[N:8]1[CH2:13][CH2:12][NH:11][CH2:10][CH2:9]1.[C:23](O)(=[O:26])[CH2:24][CH3:25].CCN=C=NCCCN(C)C.Cl.CCN(CC)CC.OC1C2N=NNC=2C=CC=1. The catalyst is C(Cl)Cl. The product is [Cl:1][C:2]1[CH:3]=[C:4]([NH:14][C:15](=[O:22])[C:16]2[CH:21]=[CH:20][CH:19]=[CH:18][N:17]=2)[CH:5]=[CH:6][C:7]=1[N:8]1[CH2:13][CH2:12][N:11]([C:23](=[O:26])[CH2:24][CH3:25])[CH2:10][CH2:9]1. The yield is 0.720. (4) The reactants are [NH2:1][C:2]1[CH:7]=[C:6]([N:8]2[CH2:13][CH2:12][N:11]([CH3:14])[CH2:10][CH2:9]2)[N:5]=[C:4]([C:15]2[CH:16]=[C:17]([CH:26]=[CH:27][CH:28]=2)[O:18][CH2:19][C:20]([NH:22][CH:23]([CH3:25])[CH3:24])=[O:21])[N:3]=1.I[C:30]1[CH:35]=[CH:34][N:33]=[CH:32][CH:31]=1.CC(C1C=C(C(C)C)C(C2C=CC=CC=2P(C2CCCCC2)C2CCCCC2)=C(C(C)C)C=1)C.C([O-])([O-])=O.[Cs+].[Cs+]. The catalyst is O1CCOCC1.C1C=CC(/C=C/C(/C=C/C2C=CC=CC=2)=O)=CC=1.C1C=CC(/C=C/C(/C=C/C2C=CC=CC=2)=O)=CC=1.C1C=CC(/C=C/C(/C=C/C2C=CC=CC=2)=O)=CC=1.[Pd].[Pd]. The product is [CH:23]([NH:22][C:20](=[O:21])[CH2:19][O:18][C:17]1[CH:26]=[CH:27][CH:28]=[C:15]([C:4]2[N:5]=[C:6]([N:8]3[CH2:9][CH2:10][N:11]([CH3:14])[CH2:12][CH2:13]3)[CH:7]=[C:2]([NH:1][C:30]3[CH:35]=[CH:34][N:33]=[CH:32][CH:31]=3)[N:3]=2)[CH:16]=1)([CH3:24])[CH3:25]. The yield is 0.313. (5) The reactants are [CH3:1][Si:2]([C:5]#[CH:6])([CH3:4])[CH3:3].[N:7]1[CH:12]=[CH:11][CH:10]=[C:9]([N:13]2[C:17]([C:18]3[CH:23]=[CH:22][C:21](OS(C(F)(F)F)(=O)=O)=[CH:20][N:19]=3)=[CH:16][C:15]([C:32]([O:34][CH2:35][CH3:36])=[O:33])=[N:14]2)[CH:8]=1.O.C(OCC)(=O)C. The catalyst is CN(C)C=O.C(N(CC)CC)C.C1(C=CC=CC=1)[P](C1C=CC=CC=1)(C1C=CC=CC=1)[Pd][P](C1C=CC=CC=1)(C1C=CC=CC=1)C1C=CC=CC=1. The product is [N:7]1[CH:12]=[CH:11][CH:10]=[C:9]([N:13]2[C:17]([C:18]3[CH:23]=[CH:22][C:21]([C:6]#[C:5][Si:2]([CH3:4])([CH3:3])[CH3:1])=[CH:20][N:19]=3)=[CH:16][C:15]([C:32]([O:34][CH2:35][CH3:36])=[O:33])=[N:14]2)[CH:8]=1. The yield is 0.280. (6) The reactants are [CH2:1]([NH:3][C:4]([NH:6][CH2:7][C:8]([CH3:12])([CH3:11])[CH2:9][OH:10])=[O:5])[CH3:2].[N+:13]([C:16]1[CH:23]=[CH:22][CH:21]=[C:20]([N+]([O-])=O)[C:17]=1[C:18]#[N:19])([O-:15])=[O:14]. No catalyst specified. The product is [C:18]([C:17]1[C:16]([N+:13]([O-:15])=[O:14])=[CH:23][CH:22]=[CH:21][C:20]=1[O:10][CH2:9][C:8]([CH3:11])([CH3:12])[CH2:7][NH:6][C:4]([NH:3][CH2:1][CH3:2])=[O:5])#[N:19]. The yield is 0.470. (7) The reactants are [CH3:1][CH:2]([C:4]1[CH:9]=[CH:8][C:7]([C:10]2[C:18]3[C:13](=[CH:14][CH:15]=[C:16]([C:19]#[N:20])[CH:17]=3)[N:12](C3CCCCO3)[N:11]=2)=[CH:6][CH:5]=1)[CH3:3].[N:27]([Sn](CCCC)(CCCC)CCCC)=[N+:28]=[N-:29].O1CCOCC1.Cl. The catalyst is C1(C)C=CC=CC=1.[OH-].[Na+]. The product is [CH3:1][CH:2]([C:4]1[CH:5]=[CH:6][C:7]([C:10]2[C:18]3[C:13](=[CH:14][CH:15]=[C:16]([C:19]4[N:20]=[N:27][NH:28][N:29]=4)[CH:17]=3)[NH:12][N:11]=2)=[CH:8][CH:9]=1)[CH3:3]. The yield is 0.800.